This data is from Full USPTO retrosynthesis dataset with 1.9M reactions from patents (1976-2016). The task is: Predict the reactants needed to synthesize the given product. (1) Given the product [CH2:35]([C:11]1[N:10]([C:6]2[CH:7]=[CH:8][CH:9]=[C:4]([C:1]([OH:3])([CH3:37])[CH3:2])[CH:5]=2)[C:15](=[O:16])[C:14]([CH2:17][C:18]2[CH:23]=[CH:22][C:21]([C:24]3[C:25]([C:30]#[N:31])=[CH:26][CH:27]=[CH:28][CH:29]=3)=[CH:20][CH:19]=2)=[C:13]([CH2:32][CH2:33][CH3:34])[N:12]=1)[CH3:36], predict the reactants needed to synthesize it. The reactants are: [C:1]([C:4]1[CH:5]=[C:6]([N:10]2[C:15](=[O:16])[C:14]([CH2:17][C:18]3[CH:23]=[CH:22][C:21]([C:24]4[C:25]([C:30]#[N:31])=[CH:26][CH:27]=[CH:28][CH:29]=4)=[CH:20][CH:19]=3)=[C:13]([CH2:32][CH2:33][CH3:34])[N:12]=[C:11]2[CH2:35][CH3:36])[CH:7]=[CH:8][CH:9]=1)(=[O:3])[CH3:2].[CH3:37][Li].[Cl-].[NH4+]. (2) Given the product [Cl:48][C:16]1[C:15]([N:12]2[CH2:11][CH2:10][CH:9]([OH:8])[CH2:14][CH2:13]2)=[CH:20][C:19]([C:21]#[N:22])=[CH:18][C:17]=1[NH:23][C:24]1[N:29]=[C:28]([N:30]([CH:40]2[CH2:42][CH2:41]2)[CH2:31][C:32]2[CH:33]=[CH:34][C:35]([O:38][CH3:39])=[CH:36][CH:37]=2)[C:27]2=[N:43][CH:44]=[C:45]([C:46]#[N:47])[N:26]2[N:25]=1, predict the reactants needed to synthesize it. The reactants are: [Si]([O:8][CH:9]1[CH2:14][CH2:13][N:12]([C:15]2[C:16]([Cl:48])=[C:17]([NH:23][C:24]3[N:29]=[C:28]([N:30]([CH:40]4[CH2:42][CH2:41]4)[CH2:31][C:32]4[CH:37]=[CH:36][C:35]([O:38][CH3:39])=[CH:34][CH:33]=4)[C:27]4=[N:43][CH:44]=[C:45]([C:46]#[N:47])[N:26]4[N:25]=3)[CH:18]=[C:19]([C:21]#[N:22])[CH:20]=2)[CH2:11][CH2:10]1)(C(C)(C)C)(C)C.CCCC[N+](CCCC)(CCCC)CCCC.[F-].C(=O)(O)[O-].[Na+].C(OCC)(=O)C. (3) Given the product [N:5]1[CH:6]=[CH:7][C:2]([NH:1][C:18]([C:16]2[S:17][C:10]3[C:11](=[N:12][CH:13]=[CH:14][C:9]=3[Cl:8])[CH:15]=2)=[O:19])=[CH:3][CH:4]=1, predict the reactants needed to synthesize it. The reactants are: [NH2:1][C:2]1[CH:7]=[CH:6][N:5]=[CH:4][CH:3]=1.[Cl:8][C:9]1[CH:14]=[CH:13][N:12]=[C:11]2[CH:15]=[C:16]([C:18]([O-])=[O:19])[S:17][C:10]=12.[Li+]. (4) Given the product [F:10][C:11]([F:26])([F:27])[C:12]1[CH:13]=[C:14]([CH:22]([CH2:23][O:24][CH2:29][O:30][CH2:31][CH2:32][Si:33]([CH3:36])([CH3:35])[CH3:34])[OH:25])[CH:15]=[C:16]([C:18]([F:20])([F:21])[F:19])[CH:17]=1, predict the reactants needed to synthesize it. The reactants are: C(N(C(C)C)C(C)C)C.[F:10][C:11]([F:27])([F:26])[C:12]1[CH:13]=[C:14]([CH:22]([OH:25])[CH2:23][OH:24])[CH:15]=[C:16]([C:18]([F:21])([F:20])[F:19])[CH:17]=1.Cl[CH2:29][O:30][CH2:31][CH2:32][Si:33]([CH3:36])([CH3:35])[CH3:34].O. (5) Given the product [CH:16]([C:2]1([OH:1])[CH2:3][CH2:4][CH:5]([NH:8][C:9](=[O:15])[O:10][C:11]([CH3:12])([CH3:14])[CH3:13])[CH2:6][CH2:7]1)([CH3:20])[CH3:17], predict the reactants needed to synthesize it. The reactants are: [O:1]=[C:2]1[CH2:7][CH2:6][CH:5]([NH:8][C:9](=[O:15])[O:10][C:11]([CH3:14])([CH3:13])[CH3:12])[CH2:4][CH2:3]1.[CH2:16]1[CH2:20]OC[CH2:17]1.C([Li])(C)C. (6) The reactants are: [Br:1][C:2]1[C:3](Cl)=[N:4][CH:5]=[C:6]([CH:10]=1)[C:7]([OH:9])=[O:8].[O-:12][CH2:13][CH3:14].[Na+].Cl. Given the product [Br:1][C:2]1[C:3]([O:12][CH2:13][CH3:14])=[N:4][CH:5]=[C:6]([CH:10]=1)[C:7]([OH:9])=[O:8], predict the reactants needed to synthesize it.